From a dataset of Reaction yield outcomes from USPTO patents with 853,638 reactions. Predict the reaction yield, written as a fraction of the theoretical maximum amount of product (1.0 means a 100% yield; for example, 0.34 means a 34% yield). (1) The reactants are [CH3:1][C@@H:2]1[CH2:7][N:6]([C:8]([O:10][C:11]([CH3:14])([CH3:13])[CH3:12])=[O:9])[C@H:5]([CH2:15][NH:16]CC2C=CC=CC=2)[CH2:4][CH2:3]1. The catalyst is CO.[OH-].[OH-].[Pd+2]. The product is [NH2:16][CH2:15][C@@H:5]1[CH2:4][CH2:3][C@H:2]([CH3:1])[CH2:7][N:6]1[C:8]([O:10][C:11]([CH3:12])([CH3:14])[CH3:13])=[O:9]. The yield is 0.910. (2) The reactants are Br[C:2]1[CH:3]=[C:4]([NH:10][C:11]2[CH:16]=[C:15]([CH3:17])[N:14]=[C:13]([CH3:18])[N:12]=2)[C:5](=[O:9])[N:6]([CH3:8])[CH:7]=1.[B:19]1([B:19]2[O:23][C:22]([CH3:25])([CH3:24])[C:21]([CH3:27])([CH3:26])[O:20]2)[O:23][C:22]([CH3:25])([CH3:24])[C:21]([CH3:27])([CH3:26])[O:20]1.CC(C1C=C(C(C)C)C(C2C=CC=CC=2P(C2CCCCC2)C2CCCCC2)=C(C(C)C)C=1)C.C([O-])(=O)C.[K+]. The catalyst is C1C=CC(/C=C/C(/C=C/C2C=CC=CC=2)=O)=CC=1.C1C=CC(/C=C/C(/C=C/C2C=CC=CC=2)=O)=CC=1.C1C=CC(/C=C/C(/C=C/C2C=CC=CC=2)=O)=CC=1.[Pd].[Pd].O1CCOCC1. The product is [CH3:18][C:13]1[N:12]=[C:11]([NH:10][C:4]2[C:5](=[O:9])[N:6]([CH3:8])[CH:7]=[C:2]([B:19]3[O:23][C:22]([CH3:25])([CH3:24])[C:21]([CH3:27])([CH3:26])[O:20]3)[CH:3]=2)[CH:16]=[C:15]([CH3:17])[N:14]=1. The yield is 0.720. (3) The reactants are Cl[CH2:2][CH2:3][O:4][C:5]1[C:13]2[C:8](=[N:9][CH:10]=[N:11][C:12]=2[NH:14][C:15]2[CH:20]=[CH:19][C:18]([O:21][C:22]3[CH:23]=[N:24][C:25]([CH3:28])=[CH:26][CH:27]=3)=[C:17]([Cl:29])[CH:16]=2)[NH:7][N:6]=1.[C:30]([N:33]1[CH2:38][CH2:37][NH:36][CH2:35][CH2:34]1)(=[O:32])[CH3:31]. No catalyst specified. The product is [C:30]([N:33]1[CH2:38][CH2:37][N:36]([CH2:2][CH2:3][O:4][C:5]2[C:13]3[C:8](=[N:9][CH:10]=[N:11][C:12]=3[NH:14][C:15]3[CH:20]=[CH:19][C:18]([O:21][C:22]4[CH:23]=[N:24][C:25]([CH3:28])=[CH:26][CH:27]=4)=[C:17]([Cl:29])[CH:16]=3)[NH:7][N:6]=2)[CH2:35][CH2:34]1)(=[O:32])[CH3:31]. The yield is 0.320. (4) The reactants are [NH2:1][CH2:2][C:3]1[N:4]=[C:5]([N:8]2[CH2:11][CH:10]([S:12][C:13]3[C@H:14]([CH3:27])[C@@H:15]4[C@@H:22]([C@H:23]([OH:25])[CH3:24])[C:21](=[O:26])[N:16]4[C:17]=3[C:18]([OH:20])=[O:19])[CH2:9]2)[S:6][CH:7]=1.[C:28]([OH:31])(=O)[CH3:29].NN.C1(P(OC2[C@H](C)[C@H]3[C@@H]([C@H](O)C)C(=O)N3C=2C(O[CH2:57][C:58]2[CH:63]=[CH:62][C:61]([N+:64]([O-:66])=[O:65])=[CH:60][CH:59]=2)=O)(C2C=CC=CC=2)=O)C=CC=CC=1.[CH:74](N(C(C)C)CC)([CH3:76])[CH3:75].C(=O)([O-])[OH:84].[Na+]. The catalyst is CN(C)C=O.C(#N)C.C(OCC)(=O)C. The product is [O:84]1[CH:76]=[CH:74][CH:75]=[C:29]1[C:28]([NH:1][CH2:2][C:3]1[N:4]=[C:5]([N:8]2[CH2:9][CH:10]([S:12][C:13]3[C@H:14]([CH3:27])[C@@H:15]4[C@@H:22]([C@H:23]([OH:25])[CH3:24])[C:21](=[O:26])[N:16]4[C:17]=3[C:18]([O:20][CH2:57][C:58]3[CH:63]=[CH:62][C:61]([N+:64]([O-:66])=[O:65])=[CH:60][CH:59]=3)=[O:19])[CH2:11]2)[S:6][CH:7]=1)=[O:31]. The yield is 0.890. (5) The reactants are [NH2:1][C:2]1[C:3]([C:9]([NH:11][C@H:12]2[CH2:17][CH2:16][CH2:15][N:14]([C:18]([O:20][C:21]([CH3:24])([CH3:23])[CH3:22])=[O:19])[CH2:13]2)=[O:10])=[N:4][C:5](Br)=[CH:6][N:7]=1.[OH:25][CH2:26][C:27]1[CH:28]=[C:29](B(O)O)[CH:30]=[CH:31][CH:32]=1.C([O-])([O-])=O.[K+].[K+].O. The catalyst is CN(C=O)C.C1C=CC([P]([Pd]([P](C2C=CC=CC=2)(C2C=CC=CC=2)C2C=CC=CC=2)([P](C2C=CC=CC=2)(C2C=CC=CC=2)C2C=CC=CC=2)[P](C2C=CC=CC=2)(C2C=CC=CC=2)C2C=CC=CC=2)(C2C=CC=CC=2)C2C=CC=CC=2)=CC=1. The product is [NH2:1][C:2]1[C:3]([C:9]([NH:11][C@H:12]2[CH2:17][CH2:16][CH2:15][N:14]([C:18]([O:20][C:21]([CH3:24])([CH3:23])[CH3:22])=[O:19])[CH2:13]2)=[O:10])=[N:4][C:5]([C:31]2[CH:30]=[CH:29][CH:28]=[C:27]([CH2:26][OH:25])[CH:32]=2)=[CH:6][N:7]=1. The yield is 0.920. (6) The reactants are C(OC([N:8]1[CH2:13][CH2:12][N:11]([C:14]2[CH:19]=[CH:18][C:17]([NH:20][C:21]3[N:22]=[C:23]([O:30][C:31]4[CH:36]=[CH:35][CH:34]=[C:33]([NH:37][C:38](=[O:41])[CH:39]=[CH2:40])[CH:32]=4)[C:24]4[S:29][CH:28]=[CH:27][C:25]=4[N:26]=3)=[CH:16][CH:15]=2)[CH2:10][CH2:9]1)=O)(C)(C)C.FC(F)(F)C(O)=O. The catalyst is ClCCl. The product is [N:11]1([C:14]2[CH:15]=[CH:16][C:17]([NH:20][C:21]3[N:22]=[C:23]([O:30][C:31]4[CH:32]=[C:33]([NH:37][C:38](=[O:41])[CH:39]=[CH2:40])[CH:34]=[CH:35][CH:36]=4)[C:24]4[S:29][CH:28]=[CH:27][C:25]=4[N:26]=3)=[CH:18][CH:19]=2)[CH2:12][CH2:13][NH:8][CH2:9][CH2:10]1. The yield is 0.720. (7) The reactants are [Br:1][C:2]1[S:3][C:4]([C:8]([OH:10])=O)=[C:5]([CH3:7])[N:6]=1.C(Br)(=O)C(Br)=O.[S:17]1[C:21]2[CH:22]=[CH:23][CH:24]=[CH:25][C:20]=2[N:19]=[C:18]1[CH2:26][NH:27][CH2:28][C:29]([O:31][CH2:32][CH3:33])=[O:30].C(N(CC)C(C)C)(C)C. The catalyst is ClCCl.CN(C)C=O.O. The product is [S:17]1[C:21]2[CH:22]=[CH:23][CH:24]=[CH:25][C:20]=2[N:19]=[C:18]1[CH2:26][N:27]([CH2:28][C:29]([O:31][CH2:32][CH3:33])=[O:30])[C:8]([C:4]1[S:3][C:2]([Br:1])=[N:6][C:5]=1[CH3:7])=[O:10]. The yield is 0.790. (8) The reactants are [N+]([C:4]1[CH:9]=[CH:8][N+:7]([O-:10])=[CH:6][CH:5]=1)([O-])=O.[CH2:11]([O-:13])[CH3:12].[Na+]. The catalyst is C1COCC1. The product is [CH2:11]([O:13][C:4]1[CH:9]=[CH:8][N+:7]([O-:10])=[CH:6][CH:5]=1)[CH3:12]. The yield is 0.500. (9) The reactants are Br[CH:2]1[CH2:11][CH2:10][CH2:9][C:8]2[N:7]=[CH:6][CH:5]=[N:4][C:3]1=2.[N-:12]=[N+:13]=[N-:14].[Na+].O. The catalyst is CN(C=O)C. The product is [N:12]([CH:2]1[CH2:11][CH2:10][CH2:9][C:8]2[N:7]=[CH:6][CH:5]=[N:4][C:3]1=2)=[N+:13]=[N-:14]. The yield is 0.970. (10) The reactants are O.[Na].I([O-])(=O)(=O)=O.[CH2:8]([O:10][C:11](=[O:27])[C:12]1[CH:17]=[C:16]([C:18]([F:21])([F:20])[F:19])[C:15]([CH:22]([OH:25])CO)=[CH:14][C:13]=1[NH2:26])[CH3:9]. The catalyst is CC(OC)(C)C. The product is [CH2:8]([O:10][C:11](=[O:27])[C:12]1[CH:17]=[C:16]([C:18]([F:19])([F:21])[F:20])[C:15]([CH:22]=[O:25])=[CH:14][C:13]=1[NH2:26])[CH3:9]. The yield is 0.990.